From a dataset of Catalyst prediction with 721,799 reactions and 888 catalyst types from USPTO. Predict which catalyst facilitates the given reaction. (1) Reactant: [Br:1][C:2]1[CH:7]=[CH:6][C:5]([CH:8]([OH:12])[C:9](O)=[O:10])=[CH:4][CH:3]=1.[C:13]1([NH2:20])[CH:18]=[CH:17][C:16]([NH2:19])=[CH:15][CH:14]=1.[OH2:21]. Product: [Br:1][C:2]1[CH:7]=[CH:6][C:5]([CH:8]([OH:12])[C:9]([NH:19][C:16]2[CH:17]=[CH:18][C:13]([NH:20][C:9](=[O:10])[CH:8]([C:5]3[CH:6]=[CH:7][C:2]([Br:1])=[CH:3][CH:4]=3)[OH:12])=[CH:14][CH:15]=2)=[O:21])=[CH:4][CH:3]=1. The catalyst class is: 159. (2) Reactant: [Cl:1]N1C(=O)CCC1=O.[CH2:9]([N:13]1[CH:18]=[CH:17][C:16]([OH:19])=[CH:15][C:14]1=[O:20])[CH2:10][CH2:11][CH3:12].C1(CN2C=CC(O)=CC2=O)CC1. Product: [CH2:9]([N:13]1[CH:18]=[CH:17][C:16]([OH:19])=[C:15]([Cl:1])[C:14]1=[O:20])[CH2:10][CH2:11][CH3:12]. The catalyst class is: 3. (3) Reactant: [F:1][C:2]1[CH:7]=[CH:6][CH:5]=[C:4]([F:8])[C:3]=1[C:9]1[O:10][CH2:11][CH:12]([C:14]2[CH:19]=[CH:18][C:17](Br)=[CH:16][CH:15]=2)[N:13]=1.[F:21][C:22]([F:36])([F:35])[CH2:23][O:24][C:25]1[CH:30]=[CH:29][C:28]([Sn](C)(C)C)=[CH:27][N:26]=1.[Cl-].[Li+]. Product: [F:1][C:2]1[CH:7]=[CH:6][CH:5]=[C:4]([F:8])[C:3]=1[C:9]1[O:10][CH2:11][CH:12]([C:14]2[CH:19]=[CH:18][C:17]([C:28]3[CH:29]=[CH:30][C:25]([O:24][CH2:23][C:22]([F:36])([F:21])[F:35])=[N:26][CH:27]=3)=[CH:16][CH:15]=2)[N:13]=1. The catalyst class is: 77. (4) Reactant: [NH:1]1[CH2:6][CH2:5][CH:4]([CH:7]([C:14]2[CH:19]=[CH:18][CH:17]=[CH:16][N:15]=2)[C:8]2[CH:13]=[CH:12][CH:11]=[CH:10][N:9]=2)[CH2:3][CH2:2]1.[F:20][C:21]1[CH:22]=[C:23]([N+:28]([O-:30])=[O:29])[CH:24]=[CH:25][C:26]=1F.C(=O)([O-])[O-].[K+].[K+].O. Product: [N:15]1[CH:16]=[CH:17][CH:18]=[CH:19][C:14]=1[CH:7]([C:8]1[CH:13]=[CH:12][CH:11]=[CH:10][N:9]=1)[CH:4]1[CH2:5][CH2:6][N:1]([C:26]2[CH:25]=[CH:24][C:23]([N+:28]([O-:30])=[O:29])=[CH:22][C:21]=2[F:20])[CH2:2][CH2:3]1. The catalyst class is: 3. (5) Reactant: [CH2:1]([O:8][CH2:9][C:10]([NH:12][C:13]1[CH:18]=[C:17]([O:19][CH3:20])[CH:16]=[CH:15][C:14]=1[Cl:21])=O)[C:2]1[CH:7]=[CH:6][CH:5]=[CH:4][CH:3]=1.[H-].[Al+3].[Li+].[H-].[H-].[H-].[H][H]. Product: [CH2:1]([O:8][CH2:9][CH2:10][NH:12][C:13]1[CH:18]=[C:17]([O:19][CH3:20])[CH:16]=[CH:15][C:14]=1[Cl:21])[C:2]1[CH:3]=[CH:4][CH:5]=[CH:6][CH:7]=1. The catalyst class is: 1. (6) Reactant: Cl.NO.[CH:4]([C:6]1[CH:35]=[CH:34][CH:33]=[CH:32][C:7]=1[O:8][CH:9]1[CH2:14][CH2:13][N:12]([C:15](=[O:31])[CH2:16][NH:17][C:18]([C:20]2[CH:24]=[C:23]([C:25]3[CH:30]=[CH:29][CH:28]=[CH:27][CH:26]=3)[NH:22][N:21]=2)=[O:19])[CH2:11][CH2:10]1)=[O:5].C([O-])(=O)C.[Na+]. Product: [OH:5][CH2:4][C:6]1[CH:35]=[CH:34][CH:33]=[CH:32][C:7]=1[O:8][CH:9]1[CH2:14][CH2:13][N:12]([C:15](=[O:31])[CH2:16][NH:17][C:18]([C:20]2[CH:24]=[C:23]([C:25]3[CH:30]=[CH:29][CH:28]=[CH:27][CH:26]=3)[NH:22][N:21]=2)=[O:19])[CH2:11][CH2:10]1. The catalyst class is: 24. (7) Reactant: [CH2:1]([O:8][CH2:9][CH2:10][OH:11])[C:2]1[CH:7]=[CH:6][CH:5]=[CH:4][CH:3]=1.[H-].[Na+].Cl[C:15]1[N:16]=[CH:17][C:18]([C:21]([O:23]C)=[O:22])=[N:19][CH:20]=1.Cl.[OH-].[Na+]. Product: [CH2:1]([O:8][CH2:9][CH2:10][O:11][C:15]1[N:16]=[CH:17][C:18]([C:21]([OH:23])=[O:22])=[N:19][CH:20]=1)[C:2]1[CH:7]=[CH:6][CH:5]=[CH:4][CH:3]=1. The catalyst class is: 656.